This data is from TCR-epitope binding with 47,182 pairs between 192 epitopes and 23,139 TCRs. The task is: Binary Classification. Given a T-cell receptor sequence (or CDR3 region) and an epitope sequence, predict whether binding occurs between them. (1) The epitope is TLIGDCATV. The TCR CDR3 sequence is CASSQDGTLYGYTF. Result: 1 (the TCR binds to the epitope). (2) The epitope is FVDGVPFVV. The TCR CDR3 sequence is CASSEVTALINEQFF. Result: 1 (the TCR binds to the epitope). (3) The epitope is KPLEFGATSAAL. The TCR CDR3 sequence is CASSRTSGTGELFF. Result: 0 (the TCR does not bind to the epitope). (4) The epitope is IIKDYGKQM. The TCR CDR3 sequence is CASRSPLGYEQYF. Result: 0 (the TCR does not bind to the epitope). (5) Result: 0 (the TCR does not bind to the epitope). The epitope is LVLSVNPYV. The TCR CDR3 sequence is CASSIRSEDTQYF. (6) The epitope is VLWAHGFEL. The TCR CDR3 sequence is CASSLSTSEQFF. Result: 0 (the TCR does not bind to the epitope). (7) The epitope is KLWAQCVQL. The TCR CDR3 sequence is CASSQERGSSYEQYF. Result: 1 (the TCR binds to the epitope). (8) The epitope is GTSGSPIINR. The TCR CDR3 sequence is CASSIAPSGVAYEQYF. Result: 0 (the TCR does not bind to the epitope).